This data is from Full USPTO retrosynthesis dataset with 1.9M reactions from patents (1976-2016). The task is: Predict the reactants needed to synthesize the given product. Given the product [CH3:38][C:37]1[CH:36]=[CH:35][CH:34]=[C:33]([CH3:39])[C:32]=1[NH:31][C:29]([NH:28]/[N:27]=[CH:23]/[C:21]1[CH:20]=[CH:19][C:18]2[C:13]3[N:12]=[CH:11][N:10]([C:7]4[CH:8]=[CH:9][C:4]([O:3][C:2]([F:26])([F:1])[F:25])=[CH:5][CH:6]=4)[C:14]=3[CH:15]=[CH:16][C:17]=2[CH:22]=1)=[S:30], predict the reactants needed to synthesize it. The reactants are: [F:1][C:2]([F:26])([F:25])[O:3][C:4]1[CH:9]=[CH:8][C:7]([N:10]2[C:14]3[CH:15]=[CH:16][C:17]4[CH:22]=[C:21]([CH:23]=O)[CH:20]=[CH:19][C:18]=4[C:13]=3[N:12]=[CH:11]2)=[CH:6][CH:5]=1.[NH2:27][NH:28][C:29]([NH:31][C:32]1[C:37]([CH3:38])=[CH:36][CH:35]=[CH:34][C:33]=1[CH3:39])=[S:30].